Dataset: Catalyst prediction with 721,799 reactions and 888 catalyst types from USPTO. Task: Predict which catalyst facilitates the given reaction. (1) The catalyst class is: 31. Product: [OH:1][C:2]1[C:7]([C:18]2[NH:17][C:21]3[C:20]([CH:19]=2)=[CH:4][C:5]([C:8]([NH2:12])=[NH:9])=[CH:6][CH:7]=3)=[CH:6][C:5]([C:8]2[NH:12][N:11]=[N:10][N:9]=2)=[CH:4][C:3]=1[C:13]1[CH:14]=[CH:14][CH:13]=[CH:3][CH:2]=1.[Br:16][C:7]1[C:2]([OH:1])=[C:3]([C:13](=[O:15])[CH3:14])[CH:4]=[C:5]([C:8]2[NH:12][N:11]=[N:10][N:9]=2)[CH:6]=1. Reactant: [OH:1][C:2]1[CH:7]=[CH:6][C:5]([C:8]2[NH:12][N:11]=[N:10][N:9]=2)=[CH:4][C:3]=1[C:13](=[O:15])[CH3:14].[Br:16][N:17]1[C:21](=O)[CH2:20][CH2:19][C:18]1=O. (2) Reactant: [C:1]1([S:7]([N:10]2[C:18]3[C:13](=[CH:14][CH:15]=[C:16]([S:19]([N:22]4[CH2:27][C:26](=[O:28])[N:25]([CH2:29][CH:30]5[CH2:35][CH2:34][N:33]([C:36]6[CH:41]=[CH:40][C:39](=[O:42])[N:38]([CH3:43])[N:37]=6)[CH2:32][CH2:31]5)[CH:24]([C:44](O)=[O:45])[CH2:23]4)(=[O:21])=[O:20])[CH:17]=3)[C:12]([Cl:47])=[CH:11]2)(=[O:9])=[O:8])[CH:6]=[CH:5][CH:4]=[CH:3][CH:2]=1.ClC1C2C(=CC(S(N3CC(=O)N(CC4CCN(C5C=CC(=O)N(C)N=5)CC4)C(C(O)=O)C3)(=O)=O)=CC=2)NC=1.C(N(CC)CC)C.ClC(OCC(C)C)=O.[BH4-].[Na+]. Product: [C:1]1([S:7]([N:10]2[C:18]3[C:13](=[CH:14][CH:15]=[C:16]([S:19]([N:22]4[CH2:27][C:26](=[O:28])[N:25]([CH2:29][CH:30]5[CH2:35][CH2:34][N:33]([C:36]6[CH:41]=[CH:40][C:39](=[O:42])[N:38]([CH3:43])[N:37]=6)[CH2:32][CH2:31]5)[CH:24]([CH2:44][OH:45])[CH2:23]4)(=[O:20])=[O:21])[CH:17]=3)[C:12]([Cl:47])=[CH:11]2)(=[O:9])=[O:8])[CH:6]=[CH:5][CH:4]=[CH:3][CH:2]=1. The catalyst class is: 30. (3) Reactant: [CH2:1]([N:3]([CH2:6][CH3:7])[CH2:4][CH3:5])[CH3:2].[CH2:8]([Br:17])[C:9]([C:11]1[CH:16]=[CH:15][CH:14]=[CH:13][CH:12]=1)=[O:10]. Product: [Br-:17].[CH2:1]([N+:3]([CH2:6][CH3:7])([CH2:4][CH3:5])[CH2:8][C:9]([C:11]1[CH:16]=[CH:15][CH:14]=[CH:13][CH:12]=1)=[O:10])[CH3:2]. The catalyst class is: 5. (4) Reactant: [C:1]([NH:4][NH:5][C:6](=[O:31])[CH2:7][CH2:8][C@@:9]1([C:25]2[CH:30]=[CH:29][CH:28]=[CH:27][CH:26]=2)[O:14][C:13](=[O:15])[N:12]([C@H](C2C=CC(Br)=CC=2)C)[CH2:11][CH2:10]1)(=O)[CH3:2].CC[N+](S(N=C(OC)[O-])(=O)=O)(CC)CC. Product: [CH3:2][C:1]1[O:31][C:6]([CH2:7][CH2:8][C:9]2([C:25]3[CH:26]=[CH:27][CH:28]=[CH:29][CH:30]=3)[O:14][C:13](=[O:15])[NH:12][CH2:11][CH2:10]2)=[N:5][N:4]=1. The catalyst class is: 1. (5) Reactant: [CH2:1]([C:3]1[C:8]([C:9]([OH:11])=O)=[CH:7][N:6]=[C:5]([S:12][CH3:13])[N:4]=1)[CH3:2].CN(C)C=O.[C:19]([Cl:24])(=O)[C:20](Cl)=O.CC1[CH:31]=[CH:30][C:29]([OH:32])=[C:28]([NH2:33])C=1C. Product: [Cl:24][C:19]1[CH:20]=[CH:31][CH:30]=[C:29]([OH:32])[C:28]=1[NH:33][C:9]([C:8]1[C:3]([CH2:1][CH3:2])=[N:4][C:5]([S:12][CH3:13])=[N:6][CH:7]=1)=[O:11]. The catalyst class is: 4.